This data is from NCI-60 drug combinations with 297,098 pairs across 59 cell lines. The task is: Regression. Given two drug SMILES strings and cell line genomic features, predict the synergy score measuring deviation from expected non-interaction effect. (1) Drug 2: C1CN1P(=S)(N2CC2)N3CC3. Synergy scores: CSS=31.3, Synergy_ZIP=-3.26, Synergy_Bliss=1.71, Synergy_Loewe=-6.25, Synergy_HSA=4.12. Cell line: HCT-15. Drug 1: CCC1=CC2CC(C3=C(CN(C2)C1)C4=CC=CC=C4N3)(C5=C(C=C6C(=C5)C78CCN9C7C(C=CC9)(C(C(C8N6C)(C(=O)OC)O)OC(=O)C)CC)OC)C(=O)OC.C(C(C(=O)O)O)(C(=O)O)O. (2) Cell line: SF-539. Drug 2: C1CN1C2=NC(=NC(=N2)N3CC3)N4CC4. Drug 1: COC1=NC(=NC2=C1N=CN2C3C(C(C(O3)CO)O)O)N. Synergy scores: CSS=52.9, Synergy_ZIP=-2.99, Synergy_Bliss=-4.02, Synergy_Loewe=-18.5, Synergy_HSA=-0.336. (3) Drug 1: CC(C1=C(C=CC(=C1Cl)F)Cl)OC2=C(N=CC(=C2)C3=CN(N=C3)C4CCNCC4)N. Drug 2: B(C(CC(C)C)NC(=O)C(CC1=CC=CC=C1)NC(=O)C2=NC=CN=C2)(O)O. Cell line: MOLT-4. Synergy scores: CSS=60.9, Synergy_ZIP=13.7, Synergy_Bliss=13.5, Synergy_Loewe=0.340, Synergy_HSA=12.9. (4) Drug 1: CC1OCC2C(O1)C(C(C(O2)OC3C4COC(=O)C4C(C5=CC6=C(C=C35)OCO6)C7=CC(=C(C(=C7)OC)O)OC)O)O. Drug 2: CC1=C2C(C(=O)C3(C(CC4C(C3C(C(C2(C)C)(CC1OC(=O)C(C(C5=CC=CC=C5)NC(=O)C6=CC=CC=C6)O)O)OC(=O)C7=CC=CC=C7)(CO4)OC(=O)C)O)C)OC(=O)C. Cell line: SNB-75. Synergy scores: CSS=16.3, Synergy_ZIP=-7.81, Synergy_Bliss=-7.05, Synergy_Loewe=-5.57, Synergy_HSA=-5.41. (5) Drug 1: CCC1=CC2CC(C3=C(CN(C2)C1)C4=CC=CC=C4N3)(C5=C(C=C6C(=C5)C78CCN9C7C(C=CC9)(C(C(C8N6C)(C(=O)OC)O)OC(=O)C)CC)OC)C(=O)OC.C(C(C(=O)O)O)(C(=O)O)O. Drug 2: CC1=CC=C(C=C1)C2=CC(=NN2C3=CC=C(C=C3)S(=O)(=O)N)C(F)(F)F. Cell line: HOP-92. Synergy scores: CSS=31.3, Synergy_ZIP=-10.2, Synergy_Bliss=-5.52, Synergy_Loewe=-6.11, Synergy_HSA=-2.53. (6) Drug 1: CS(=O)(=O)C1=CC(=C(C=C1)C(=O)NC2=CC(=C(C=C2)Cl)C3=CC=CC=N3)Cl. Drug 2: CN1CCC(CC1)COC2=C(C=C3C(=C2)N=CN=C3NC4=C(C=C(C=C4)Br)F)OC. Cell line: OVCAR3. Synergy scores: CSS=12.2, Synergy_ZIP=-2.58, Synergy_Bliss=2.52, Synergy_Loewe=-3.92, Synergy_HSA=2.04. (7) Drug 1: C1CC(=O)NC(=O)C1N2C(=O)C3=CC=CC=C3C2=O. Drug 2: CC1CCCC2(C(O2)CC(NC(=O)CC(C(C(=O)C(C1O)C)(C)C)O)C(=CC3=CSC(=N3)C)C)C. Cell line: SF-268. Synergy scores: CSS=34.7, Synergy_ZIP=1.96, Synergy_Bliss=1.37, Synergy_Loewe=-22.0, Synergy_HSA=1.23. (8) Drug 1: CC1=C(C=C(C=C1)NC2=NC=CC(=N2)N(C)C3=CC4=NN(C(=C4C=C3)C)C)S(=O)(=O)N.Cl. Drug 2: CC1C(C(CC(O1)OC2CC(CC3=C2C(=C4C(=C3O)C(=O)C5=C(C4=O)C(=CC=C5)OC)O)(C(=O)C)O)N)O.Cl. Cell line: CCRF-CEM. Synergy scores: CSS=18.0, Synergy_ZIP=2.49, Synergy_Bliss=6.42, Synergy_Loewe=-36.3, Synergy_HSA=6.50. (9) Drug 1: C1C(C(OC1N2C=NC3=C(N=C(N=C32)Cl)N)CO)O. Drug 2: COC1=C2C(=CC3=C1OC=C3)C=CC(=O)O2. Cell line: CAKI-1. Synergy scores: CSS=23.7, Synergy_ZIP=-0.423, Synergy_Bliss=-5.59, Synergy_Loewe=-31.1, Synergy_HSA=-5.65.